This data is from Full USPTO retrosynthesis dataset with 1.9M reactions from patents (1976-2016). The task is: Predict the reactants needed to synthesize the given product. (1) Given the product [CH2:1]([O:8][C:9]1[CH:14]=[CH:13][C:12]([O:15][CH2:32][CH2:31][C:21]2[N:22]=[C:23]([C:25]3[CH:30]=[CH:29][CH:28]=[CH:27][CH:26]=3)[O:24][C:20]=2[CH3:19])=[C:11]([CH2:16][CH2:17][CH3:18])[CH:10]=1)[C:2]1[CH:3]=[CH:4][CH:5]=[CH:6][CH:7]=1, predict the reactants needed to synthesize it. The reactants are: [CH2:1]([O:8][C:9]1[CH:14]=[CH:13][C:12]([OH:15])=[C:11]([CH2:16][CH2:17][CH3:18])[CH:10]=1)[C:2]1[CH:7]=[CH:6][CH:5]=[CH:4][CH:3]=1.[CH3:19][C:20]1[O:24][C:23]([C:25]2[CH:30]=[CH:29][CH:28]=[CH:27][CH:26]=2)=[N:22][C:21]=1[CH2:31][CH2:32]O.C1(P(C2C=CC=CC=2)C2C=CC=CC=2)C=CC=CC=1.N(C(OC(C)C)=O)=NC(OC(C)C)=O. (2) Given the product [ClH:1].[Cl:1][C:2]1[C:7]([C:8]2[N:12]([S:13]([C:16]3[CH:21]=[CH:20][CH:19]=[C:18]([O:22][CH3:23])[CH:17]=3)(=[O:14])=[O:15])[CH:11]=[C:10]([CH2:24][NH:25][CH3:26])[C:9]=2[F:34])=[CH:6][CH:5]=[CH:4][N:3]=1, predict the reactants needed to synthesize it. The reactants are: [Cl:1][C:2]1[C:7]([C:8]2[N:12]([S:13]([C:16]3[CH:21]=[CH:20][CH:19]=[C:18]([O:22][CH3:23])[CH:17]=3)(=[O:15])=[O:14])[CH:11]=[C:10]([CH2:24][N:25](C)[C:26](=O)OC(C)(C)C)[C:9]=2[F:34])=[CH:6][CH:5]=[CH:4][N:3]=1.C(OCC)(=O)C.Cl. (3) Given the product [C:22]1([N:20]2[CH:21]=[C:17]([C:15]([C:4]3[CH:3]=[C:2]([C:28]4[CH:33]=[CH:32][CH:31]=[CH:30][CH:29]=4)[CH:14]=[CH:13][C:5]=3[O:6][CH2:7][C:8]([OH:10])=[O:9])=[O:16])[CH:18]=[N:19]2)[CH:27]=[CH:26][CH:25]=[CH:24][CH:23]=1, predict the reactants needed to synthesize it. The reactants are: Br[C:2]1[CH:14]=[CH:13][C:5]([O:6][CH2:7][C:8]([O:10]CC)=[O:9])=[C:4]([C:15]([C:17]2[CH:18]=[N:19][N:20]([C:22]3[CH:27]=[CH:26][CH:25]=[CH:24][CH:23]=3)[CH:21]=2)=[O:16])[CH:3]=1.[C:28]1(B(O)O)[CH:33]=[CH:32][CH:31]=[CH:30][CH:29]=1. (4) Given the product [Br:21][C:2]1[CH:3]=[C:4]([C:9]2[C:10]([C:15]#[N:16])=[CH:11][CH:12]=[CH:13][CH:14]=2)[CH:5]=[CH:6][C:7]=1[F:8], predict the reactants needed to synthesize it. The reactants are: N[C:2]1[CH:3]=[C:4]([C:9]2[C:10]([C:15]#[N:16])=[CH:11][CH:12]=[CH:13][CH:14]=2)[CH:5]=[CH:6][C:7]=1[F:8].N([O-])=O.[Na+].[BrH:21]. (5) The reactants are: [CH3:1][C:2]1[C:3](=[O:30])[NH:4][CH:5]=[C:6]([C:8]([C:14]2[CH:15]=[C:16]3[C:20](=[CH:21][CH:22]=2)[N:19]([C:23]2[CH:28]=[CH:27][C:26]([F:29])=[CH:25][CH:24]=2)[N:18]=[CH:17]3)([OH:13])[C:9]([F:12])([F:11])[F:10])[CH:7]=1.[H-].[Na+].I[CH3:34]. Given the product [CH3:34][N:4]1[CH:5]=[C:6]([C:8]([C:14]2[CH:15]=[C:16]3[C:20](=[CH:21][CH:22]=2)[N:19]([C:23]2[CH:24]=[CH:25][C:26]([F:29])=[CH:27][CH:28]=2)[N:18]=[CH:17]3)([OH:13])[C:9]([F:10])([F:11])[F:12])[CH:7]=[C:2]([CH3:1])[C:3]1=[O:30], predict the reactants needed to synthesize it. (6) Given the product [CH3:17][C:18]1[CH:19]=[CH:20][C:21]([N:24]2[C:12](=[O:14])[C:6]([C:7]([O:9][CH2:10][CH3:11])=[O:8])=[C:3]([S:4][CH3:5])[N:26]=[C:25]2[C:27]2[CH:32]=[CH:31][C:30]([S:33][CH3:34])=[CH:29][CH:28]=2)=[CH:22][CH:23]=1, predict the reactants needed to synthesize it. The reactants are: CS[C:3](=[C:6]([C:12]([O:14]CC)=O)[C:7]([O:9][CH2:10][CH3:11])=[O:8])[S:4][CH3:5].[CH3:17][C:18]1[CH:23]=[CH:22][C:21]([NH:24][C:25]([C:27]2[CH:32]=[CH:31][C:30]([S:33][CH3:34])=[CH:29][CH:28]=2)=[NH:26])=[CH:20][CH:19]=1. (7) Given the product [CH3:23][O:22][C:19]1[CH:20]=[CH:21][C:16]([S:13]([N:11]([CH3:12])[CH:7]([CH:8]([CH3:9])[CH3:10])[C:6]([OH:24])=[O:5])(=[O:15])=[O:14])=[CH:17][CH:18]=1, predict the reactants needed to synthesize it. The reactants are: C([O:5][C:6](=[O:24])[CH:7]([N:11]([S:13]([C:16]1[CH:21]=[CH:20][C:19]([O:22][CH3:23])=[CH:18][CH:17]=1)(=[O:15])=[O:14])[CH3:12])[CH:8]([CH3:10])[CH3:9])(C)(C)C.FC(F)(F)C(O)=O. (8) Given the product [CH3:25][O:26][C:27](=[O:46])[CH2:28][CH2:29][C:30]1[CH:35]=[CH:34][C:33]([O:36][CH2:37][CH2:38][C@@H:39]([O:24][C:15]2[C:14]([O:7][C:8]3[CH:9]=[CH:10][CH:11]=[CH:12][CH:13]=3)=[CH:19][C:18]([C:20]([F:23])([F:21])[F:22])=[CH:17][N:16]=2)[CH3:40])=[CH:32][C:31]=1[CH3:1], predict the reactants needed to synthesize it. The reactants are: [C:1](=O)([O-])[O-].[Cs+].[Cs+].[O:7]([C:14]1[C:15]([OH:24])=[N:16][CH:17]=[C:18]([C:20]([F:23])([F:22])[F:21])[CH:19]=1)[C:8]1[CH:13]=[CH:12][CH:11]=[CH:10][CH:9]=1.[CH3:25][O:26][C:27](=[O:46])[CH2:28][CH2:29][C:30]1[CH:35]=[CH:34][C:33]([O:36][CH2:37][CH2:38][C@@H:39](OS(C)(=O)=O)[CH3:40])=[CH:32][CH:31]=1. (9) Given the product [F:1][C:2]1[CH:7]=[CH:6][C:5]([C:8]2[N:12]=[C:11]([C:13]3[CH:18]=[CH:17][C:16]([F:19])=[CH:15][CH:14]=3)[N:10]([CH2:20][C:21]([N:23]3[CH2:28][CH2:27][N:26]([C:29]4[CH:34]=[C:33]([N:37]([CH3:38])[CH3:36])[N:32]=[CH:31][N:30]=4)[CH2:25][CH2:24]3)=[O:22])[N:9]=2)=[CH:4][CH:3]=1, predict the reactants needed to synthesize it. The reactants are: [F:1][C:2]1[CH:7]=[CH:6][C:5]([C:8]2[N:12]=[C:11]([C:13]3[CH:18]=[CH:17][C:16]([F:19])=[CH:15][CH:14]=3)[N:10]([CH2:20][C:21]([N:23]3[CH2:28][CH2:27][N:26]([C:29]4[CH:34]=[C:33](Cl)[N:32]=[CH:31][N:30]=4)[CH2:25][CH2:24]3)=[O:22])[N:9]=2)=[CH:4][CH:3]=1.[CH3:36][NH:37][CH3:38]. (10) Given the product [CH3:15][Si:16]([CH3:18])([CH3:17])[C:19]1[N:3]=[N:2][N:1]([C:4]2[CH:5]=[C:6]([CH:12]=[CH:13][CH:14]=2)[O:7][CH2:8][C:9]([OH:11])=[O:10])[CH:20]=1, predict the reactants needed to synthesize it. The reactants are: [N:1]([C:4]1[CH:5]=[C:6]([CH:12]=[CH:13][CH:14]=1)[O:7][CH2:8][C:9]([OH:11])=[O:10])=[N+:2]=[N-:3].[CH3:15][Si:16]([C:19]#[CH:20])([CH3:18])[CH3:17].